From a dataset of Catalyst prediction with 721,799 reactions and 888 catalyst types from USPTO. Predict which catalyst facilitates the given reaction. (1) Reactant: [NH:1]1[CH2:6][CH2:5][CH:4]([C:7]2[CH:12]=[CH:11][CH:10]=[C:9]([C:13]([F:16])([F:15])[F:14])[C:8]=2[OH:17])[CH2:3][CH2:2]1.C(=O)([O-])[O-].[K+].[K+].[CH:24](Br)([CH3:26])[CH3:25]. Product: [CH:24]([N:1]1[CH2:6][CH2:5][CH:4]([C:7]2[CH:12]=[CH:11][CH:10]=[C:9]([C:13]([F:15])([F:16])[F:14])[C:8]=2[OH:17])[CH2:3][CH2:2]1)([CH3:26])[CH3:25]. The catalyst class is: 10. (2) Reactant: [F:1][C:2]1[CH:7]=[C:6]([I:8])[CH:5]=[CH:4][C:3]=1[NH:9][C:10]1[CH:11]=[N:12][CH:13]=[CH:14][C:15]=1[C:16]([N:18]1[CH2:21][C:20]([C@@H:23]2[CH2:28][CH2:27][CH2:26][CH2:25][N:24]2[C:29]([O:31][C:32]([CH3:35])([CH3:34])[CH3:33])=[O:30])([OH:22])[CH2:19]1)=[O:17].ClC1C=C(C=CC=1)C(OO)=[O:41]. Product: [F:1][C:2]1[CH:7]=[C:6]([I:8])[CH:5]=[CH:4][C:3]=1[NH:9][C:10]1[CH:11]=[N+:12]([O-:41])[CH:13]=[CH:14][C:15]=1[C:16]([N:18]1[CH2:21][C:20]([C@@H:23]2[CH2:28][CH2:27][CH2:26][CH2:25][N:24]2[C:29]([O:31][C:32]([CH3:35])([CH3:34])[CH3:33])=[O:30])([OH:22])[CH2:19]1)=[O:17]. The catalyst class is: 4. (3) Reactant: [CH2:1]([NH:3][C:4](=[O:19])[CH:5]([C:7]1[CH:12]=[CH:11][C:10]([CH:13]2[CH2:18][CH2:17][NH:16][CH2:15][CH2:14]2)=[CH:9][CH:8]=1)[CH3:6])[CH3:2].Br[C:21]1[CH:26]=[CH:25][C:24]([O:27][CH2:28][CH3:29])=[CH:23][CH:22]=1.C(P(C(C)(C)C)C1C=CC=CC=1C1C=CC=CC=1)(C)(C)C. Product: [CH2:28]([O:27][C:24]1[CH:25]=[CH:26][C:21]([N:16]2[CH2:17][CH2:18][CH:13]([C:10]3[CH:11]=[CH:12][C:7]([CH:5]([CH3:6])[C:4]([NH:3][CH2:1][CH3:2])=[O:19])=[CH:8][CH:9]=3)[CH2:14][CH2:15]2)=[CH:22][CH:23]=1)[CH3:29]. The catalyst class is: 12. (4) Reactant: [Br:1][C:2]1[CH:8]=[CH:7][C:5]([NH2:6])=[CH:4][CH:3]=1.C([O-])(O)=O.[Na+].[I:14]I. Product: [Br:1][C:2]1[CH:8]=[CH:7][C:5]([NH2:6])=[C:4]([I:14])[CH:3]=1. The catalyst class is: 6. (5) Reactant: CO[C:3](=[O:13])[C:4]1[CH:9]=[CH:8][CH:7]=[C:6]([Cl:10])[C:5]=1[CH2:11]Br.[CH2:14]([NH2:21])[C:15]1[CH:20]=[CH:19][CH:18]=[CH:17][CH:16]=1.C([O-])([O-])=O.[K+].[K+].C(OCC)(=O)C. Product: [CH2:14]([N:21]1[CH2:11][C:5]2[C:4](=[CH:9][CH:8]=[CH:7][C:6]=2[Cl:10])[C:3]1=[O:13])[C:15]1[CH:20]=[CH:19][CH:18]=[CH:17][CH:16]=1. The catalyst class is: 345. (6) Reactant: [CH:1](=[O:3])[CH3:2].[BH4-].[Na+].[C:6]([Br:10])(Br)(Br)Br.[C:24]1(P([C:24]2[CH:29]=[CH:28][CH:27]=[CH:26][CH:25]=2)[C:24]2[CH:29]=[CH:28][CH:27]=[CH:26][CH:25]=2)[CH:29]=[CH:28][CH:27]=[CH:26][CH:25]=1.[OH2:30]. Product: [CH2:1]([O:3][C:27]1[CH:26]=[C:25]2[C:24]([CH2:29][CH2:24][CH:25]([CH2:26][CH2:6][Br:10])[O:30]2)=[CH:29][CH:28]=1)[C:2]1[CH:28]=[CH:29][CH:24]=[CH:25][CH:26]=1. The catalyst class is: 100.